Dataset: Full USPTO retrosynthesis dataset with 1.9M reactions from patents (1976-2016). Task: Predict the reactants needed to synthesize the given product. (1) Given the product [CH3:2][C@@H:3]1[CH2:4][N:5]([CH2:19][C:20]2[C:21]([C:31]3[CH2:36][CH2:35][NH:34][CH2:33][CH:32]=3)=[N:22][NH:23][CH:24]=2)[CH2:6][CH2:7][N:8]1[C:9]1[CH:14]=[CH:13][C:12]([C:15]([F:18])([F:16])[F:17])=[CH:11][N:10]=1, predict the reactants needed to synthesize it. The reactants are: Cl.[CH3:2][C@H:3]1[N:8]([C:9]2[CH:14]=[CH:13][C:12]([C:15]([F:18])([F:17])[F:16])=[CH:11][N:10]=2)[CH2:7][CH2:6][N:5]([CH2:19][C:20]2[C:21]([C:31]3[CH2:36][CH2:35][N:34](C(OC(C)(C)C)=O)[CH2:33][CH:32]=3)=[N:22][N:23](C3CCCCO3)[CH:24]=2)[CH2:4]1. (2) Given the product [CH:26]1([N:12]([CH:9]2[CH2:10][CH2:11][N:6]([C:4](=[O:5])[C:3]3[CH:29]=[CH:30][CH:31]=[CH:32][C:2]=3[N:1]3[CH2:40][CH2:41][O:42][C:43]3=[O:44])[CH2:7][CH2:8]2)[S:13]([C:16]2[CH:21]=[CH:20][CH:19]=[C:18]([C:22]([F:25])([F:24])[F:23])[CH:17]=2)(=[O:15])=[O:14])[CH2:28][CH2:27]1, predict the reactants needed to synthesize it. The reactants are: [NH2:1][C:2]1[CH:32]=[CH:31][CH:30]=[CH:29][C:3]=1[C:4]([N:6]1[CH2:11][CH2:10][CH:9]([N:12]([CH:26]2[CH2:28][CH2:27]2)[S:13]([C:16]2[CH:21]=[CH:20][CH:19]=[C:18]([C:22]([F:25])([F:24])[F:23])[CH:17]=2)(=[O:15])=[O:14])[CH2:8][CH2:7]1)=[O:5].N1C=CC=CC=1.Cl[CH2:40][CH2:41][O:42][C:43](Cl)=[O:44]. (3) Given the product [Br:1][C:2]1[CH:7]=[CH:6][CH:5]=[C:4]([N+:8]([O-:10])=[O:9])[C:3]=1[F:12].[Br:1][C:2]1[CH:7]=[CH:6][CH:5]=[C:4]([N+:8]([O-:10])=[O:9])[C:3]=1[Cl:11], predict the reactants needed to synthesize it. The reactants are: [Br:1][C:2]1[CH:7]=[CH:6][CH:5]=[C:4]([N+:8]([O-:10])=[O:9])[C:3]=1[Cl:11].[F-:12].[K+].[F-].[Cs+]. (4) The reactants are: Cl.[CH:2]1([CH2:5][O:6][C:7]2[CH:15]=[CH:14][C:10]3[O:11][CH2:12][O:13][C:9]=3[C:8]=2[C:16]2[C:17]3[NH:24][C:23]([CH3:25])=[C:22]([C:26]([NH:28][C@@H:29]4[CH2:33][CH2:32][NH:31][CH2:30]4)=[O:27])[C:18]=3[N:19]=[CH:20][N:21]=2)[CH2:4][CH2:3]1.[CH3:34][O:35][CH2:36][C:37](Cl)=[O:38]. Given the product [CH:2]1([CH2:5][O:6][C:7]2[CH:15]=[CH:14][C:10]3[O:11][CH2:12][O:13][C:9]=3[C:8]=2[C:16]2[C:17]3[NH:24][C:23]([CH3:25])=[C:22]([C:26]([NH:28][C@@H:29]4[CH2:33][CH2:32][N:31]([C:37](=[O:38])[CH2:36][O:35][CH3:34])[CH2:30]4)=[O:27])[C:18]=3[N:19]=[CH:20][N:21]=2)[CH2:4][CH2:3]1, predict the reactants needed to synthesize it. (5) Given the product [CH3:1][NH:2][C:3](=[O:4])[C:5]1[CH:10]=[C:9]([B:12]2[O:16][C:15]([CH3:18])([CH3:17])[C:14]([CH3:20])([CH3:19])[O:13]2)[CH:8]=[CH:7][N:6]=1, predict the reactants needed to synthesize it. The reactants are: [CH3:1][NH:2][C:3]([C:5]1[CH:10]=[C:9](Cl)[CH:8]=[CH:7][N:6]=1)=[O:4].[B:12]1([B:12]2[O:16][C:15]([CH3:18])([CH3:17])[C:14]([CH3:20])([CH3:19])[O:13]2)[O:16][C:15]([CH3:18])([CH3:17])[C:14]([CH3:20])([CH3:19])[O:13]1.C([O-])(=O)C.[K+]. (6) Given the product [CH:43]1([C:4]2[CH:5]=[C:6]3[C:11](=[CH:12][CH:13]=2)[C:10]([CH2:14][N:15]2[C:21](=[O:22])[C@@H:20]([NH:23][C:24](=[O:36])[C@@H:25]([N:27]([CH3:35])[C:28](=[O:34])[O:29][C:30]([CH3:31])([CH3:32])[CH3:33])[CH3:26])[CH2:19][O:18][C:17]4[CH:37]=[CH:38][CH:39]=[CH:40][C:16]2=4)=[C:9]([O:41][CH3:42])[CH:8]=[CH:7]3)[CH2:45][CH2:44]1, predict the reactants needed to synthesize it. The reactants are: N#N.Br[C:4]1[CH:5]=[C:6]2[C:11](=[CH:12][CH:13]=1)[C:10]([CH2:14][N:15]1[C:21](=[O:22])[C@@H:20]([NH:23][C:24](=[O:36])[C@@H:25]([N:27]([CH3:35])[C:28](=[O:34])[O:29][C:30]([CH3:33])([CH3:32])[CH3:31])[CH3:26])[CH2:19][O:18][C:17]3[CH:37]=[CH:38][CH:39]=[CH:40][C:16]1=3)=[C:9]([O:41][CH3:42])[CH:8]=[CH:7]2.[CH:43]1(B(O)O)[CH2:45][CH2:44]1.C([O-])([O-])=O.[Na+].[Na+]. (7) Given the product [CH2:1]1[C:5]2([CH2:10][CH2:9][CH2:8][CH2:7][C:6]2=[N:13][OH:14])[CH2:4][CH2:3][CH2:2]1, predict the reactants needed to synthesize it. The reactants are: [CH2:1]1[C:5]2([CH2:10][CH2:9][CH2:8][CH2:7][C:6]2=O)[CH2:4][CH2:3][CH2:2]1.Cl.[NH2:13][OH:14].CC([O-])=O.[Na+].C(Cl)Cl. (8) Given the product [CH3:11][N:12]([CH2:13][CH2:14][OH:15])[C:2]1[O:3][C:4]2[CH:10]=[CH:9][CH:8]=[CH:7][C:5]=2[N:6]=1, predict the reactants needed to synthesize it. The reactants are: Cl[C:2]1[O:3][C:4]2[CH:10]=[CH:9][CH:8]=[CH:7][C:5]=2[N:6]=1.[CH3:11][NH:12][CH2:13][CH2:14][OH:15].